This data is from Forward reaction prediction with 1.9M reactions from USPTO patents (1976-2016). The task is: Predict the product of the given reaction. (1) Given the reactants C[O:2][C:3]([C:5]1([CH2:12][NH:13][C:14]([O:16][C:17]([CH3:20])([CH3:19])[CH3:18])=[O:15])[C:7]2([CH2:11][CH2:10][CH2:9][CH2:8]2)[CH2:6]1)=[O:4].O[Li].O.O, predict the reaction product. The product is: [C:17]([O:16][C:14]([NH:13][CH2:12][C:5]1([C:3]([OH:4])=[O:2])[C:7]2([CH2:11][CH2:10][CH2:9][CH2:8]2)[CH2:6]1)=[O:15])([CH3:20])([CH3:18])[CH3:19]. (2) Given the reactants Br[C:2]1[CH:7]=[CH:6][C:5]([C@H:8]([C:19]2[CH:24]=[CH:23][CH:22]=[CH:21][C:20]=2[CH3:25])[CH2:9][C:10]([C:12]2[CH:17]=[CH:16][N:15]=[C:14]([CH3:18])[CH:13]=2)=[O:11])=[CH:4][CH:3]=1.CC1(C)C(C)(C)OB([C:34]2[CH2:39][CH2:38][N:37]([C:40]([O:42][C:43]([CH3:46])([CH3:45])[CH3:44])=[O:41])[CH2:36][CH:35]=2)O1.C(=O)([O-])[O-].[Na+].[Na+], predict the reaction product. The product is: [CH3:18][C:14]1[CH:13]=[C:12]([C:10](=[O:11])[CH2:9][C@H:8]([C:5]2[CH:6]=[CH:7][C:2]([C:34]3[CH2:39][CH2:38][N:37]([C:40]([O:42][C:43]([CH3:44])([CH3:45])[CH3:46])=[O:41])[CH2:36][CH:35]=3)=[CH:3][CH:4]=2)[C:19]2[CH:24]=[CH:23][CH:22]=[CH:21][C:20]=2[CH3:25])[CH:17]=[CH:16][N:15]=1. (3) Given the reactants [CH2:1]([S:8][C:9]1[N:10]=[C:11]([NH:19][C@H:20]([CH2:23][CH:24]([CH3:26])[CH3:25])[CH2:21][OH:22])[C:12]2[S:17][C:16](Br)=[N:15][C:13]=2[N:14]=1)[C:2]1[CH:7]=[CH:6][CH:5]=[CH:4][CH:3]=1.[OH-:27].[K+].Cl.[CH3:30]O, predict the reaction product. The product is: [CH2:1]([S:8][C:9]1[N:10]=[C:11]([NH:19][C@H:20]([CH2:23][CH:24]([CH3:26])[CH3:25])[CH2:21][OH:22])[C:12]2[S:17][C:16]([O:27][CH3:30])=[N:15][C:13]=2[N:14]=1)[C:2]1[CH:7]=[CH:6][CH:5]=[CH:4][CH:3]=1. (4) Given the reactants Cl[C:2]1[C:3]([C:12]([F:15])([F:14])[F:13])=[CH:4][C:5]([N+:9]([O-:11])=[O:10])=[C:6]([NH2:8])[CH:7]=1.C(=O)([O-])[O-].[K+].[K+].[CH2:22]([SH:25])[CH2:23][CH3:24], predict the reaction product. The product is: [N+:9]([C:5]1[CH:4]=[C:3]([C:12]([F:15])([F:14])[F:13])[C:2]([S:25][CH2:22][CH2:23][CH3:24])=[CH:7][C:6]=1[NH2:8])([O-:11])=[O:10].